From a dataset of Full USPTO retrosynthesis dataset with 1.9M reactions from patents (1976-2016). Predict the reactants needed to synthesize the given product. (1) Given the product [F:22][C:23]1[CH:31]=[CH:30][CH:29]=[C:28]2[C:24]=1[CH:25]=[CH:26][N:27]2[C@H:32]([CH3:36])[C:33]([N:4]1[CH2:3][CH2:2][N:1]([C:7]2[CH:12]=[CH:11][C:10]([S:13]([NH:16][C:17]3[S:18][CH:19]=[CH:20][N:21]=3)(=[O:14])=[O:15])=[CH:9][CH:8]=2)[CH2:6][CH2:5]1)=[O:34], predict the reactants needed to synthesize it. The reactants are: [N:1]1([C:7]2[CH:12]=[CH:11][C:10]([S:13]([NH:16][C:17]3[S:18][CH:19]=[CH:20][N:21]=3)(=[O:15])=[O:14])=[CH:9][CH:8]=2)[CH2:6][CH2:5][NH:4][CH2:3][CH2:2]1.[F:22][C:23]1[CH:31]=[CH:30][CH:29]=[C:28]2[C:24]=1[CH:25]=[CH:26][N:27]2[C@H:32]([CH3:36])[C:33](O)=[O:34].CN([P+](ON1N=NC2C=CC=CC1=2)(N(C)C)N(C)C)C.F[P-](F)(F)(F)(F)F.C(N(CC)CC)C. (2) Given the product [CH:1]([N:4]1[C:18](=[O:19])[C:17](=[O:21])[N:7]=[C:5]1[S:6][CH3:10])([CH3:3])[CH3:2], predict the reactants needed to synthesize it. The reactants are: [CH:1]([NH:4][C:5]([NH2:7])=[S:6])([CH3:3])[CH3:2].IC.[CH2:10](N(CC)CC)C.[C:17](Cl)(=[O:21])[C:18](Cl)=[O:19]. (3) Given the product [Br:22][C:23]1[S:27][C:26]([S:28]([N:18]2[CH2:19][CH2:20][N:15]([CH2:14][CH:11]3[CH2:12][CH2:13][N:8]([C:6]([O:5][C:1]([CH3:4])([CH3:2])[CH3:3])=[O:7])[CH2:9][CH2:10]3)[C:16](=[O:21])[CH2:17]2)(=[O:30])=[O:29])=[CH:25][CH:24]=1, predict the reactants needed to synthesize it. The reactants are: [C:1]([O:5][C:6]([N:8]1[CH2:13][CH2:12][CH:11]([CH2:14][N:15]2[CH2:20][CH2:19][NH:18][CH2:17][C:16]2=[O:21])[CH2:10][CH2:9]1)=[O:7])([CH3:4])([CH3:3])[CH3:2].[Br:22][C:23]1[S:27][C:26]([S:28](Cl)(=[O:30])=[O:29])=[CH:25][CH:24]=1. (4) Given the product [CH2:1]([O:8][C:9](=[O:22])[NH:10][C:11]([CH3:20])([CH3:21])[CH2:12][C:13]1[CH:18]=[CH:17][C:16]([O:19][CH2:23][CH3:24])=[CH:15][CH:14]=1)[C:2]1[CH:7]=[CH:6][CH:5]=[CH:4][CH:3]=1, predict the reactants needed to synthesize it. The reactants are: [CH2:1]([O:8][C:9](=[O:22])[NH:10][C:11]([CH3:21])([CH3:20])[CH2:12][C:13]1[CH:18]=[CH:17][C:16]([OH:19])=[CH:15][CH:14]=1)[C:2]1[CH:7]=[CH:6][CH:5]=[CH:4][CH:3]=1.[CH2:23](I)[CH3:24].C(=O)([O-])[O-].[K+].[K+]. (5) Given the product [F:8][C:6]1[CH:7]=[C:2]([C:25]2[O:29][CH:28]=[N:27][CH:26]=2)[C:3]2[N:4]([C:9]([C:12]([O:14][CH2:15][CH3:16])=[O:13])=[CH:10][N:11]=2)[CH:5]=1, predict the reactants needed to synthesize it. The reactants are: Br[C:2]1[C:3]2[N:4]([C:9]([C:12]([O:14][CH2:15][CH3:16])=[O:13])=[CH:10][N:11]=2)[CH:5]=[C:6]([F:8])[CH:7]=1.CC1(C)C(C)(C)OB([C:25]2[O:29][C:28]([Si](C(C)C)(C(C)C)C(C)C)=[N:27][CH:26]=2)O1.C(=O)([O-])[O-].[K+].[K+]. (6) Given the product [Cl:30][C:28]1[CH:27]=[CH:26][C:25]([O:31][CH2:32][C:33]2[O:37][N:36]=[C:35]([CH3:38])[CH:34]=2)=[C:24]([CH:29]=1)[CH2:23][NH:22][C:18]1[N:17]=[CH:16][N:15]=[C:14]2[C:19]=1[N:20]=[CH:21][N:13]2[C@@H:11]1[CH2:12][C@H:8]([NH:7][C:41](=[O:43])[CH3:42])[C@@H:9]([OH:40])[C@H:10]1[OH:39], predict the reactants needed to synthesize it. The reactants are: C(OC(=O)[N:7]([C:41](=[O:43])[CH3:42])[C@H:8]1[CH2:12][C@@H:11]([N:13]2[CH:21]=[N:20][C:19]3[C:14]2=[N:15][CH:16]=[N:17][C:18]=3[NH:22][CH2:23][C:24]2[CH:29]=[C:28]([Cl:30])[CH:27]=[CH:26][C:25]=2[O:31][CH2:32][C:33]2[O:37][N:36]=[C:35]([CH3:38])[CH:34]=2)[C@H:10]([OH:39])[C@@H:9]1[OH:40])(C)(C)C.FC(F)(F)C(O)=O. (7) Given the product [Cl:37][C:4]1[N:9]=[C:8]([NH:10][CH2:11][CH2:12][CH3:13])[N:7]=[C:6]([NH:14][CH2:15][C:16]#[CH:17])[N:5]=1, predict the reactants needed to synthesize it. The reactants are: CON(C)[C:4]1[N:9]=[C:8]([NH:10][CH2:11][CH2:12][CH3:13])[N:7]=[C:6]([NH:14][CH2:15][C:16]#[CH:17])[N:5]=1.CN(C1N=C(NCCC)N=C(NCC([Cl:37])=C)N=1)OC.N1C(Cl)=NC(Cl)=NC=1Cl.C(N)CC.CNOC. (8) Given the product [Cl:30][C:24]1[CH:25]=[CH:26][CH:27]=[C:28]([Cl:29])[C:23]=1[C:16]1[CH:17]=[CH:18][CH:19]=[C:20]2[C:15]=1[O:14][C@@H:13]([CH2:12][NH:32][CH3:31])[CH2:22][CH2:21]2, predict the reactants needed to synthesize it. The reactants are: CC1C=CC(S(O[CH2:12][C@H:13]2[CH2:22][CH2:21][C:20]3[C:15](=[C:16]([C:23]4[C:28]([Cl:29])=[CH:27][CH:26]=[CH:25][C:24]=4[Cl:30])[CH:17]=[CH:18][CH:19]=3)[O:14]2)(=O)=O)=CC=1.[CH3:31][NH2:32].[OH-].[Na+].